The task is: Predict the reaction yield, written as a fraction of the theoretical maximum amount of product (1.0 means a 100% yield; for example, 0.34 means a 34% yield).. This data is from Reaction yield outcomes from USPTO patents with 853,638 reactions. The reactants are [Cl:1][C:2]1[CH:16]=[CH:15][CH:14]=[CH:13][C:3]=1[C:4]([C:6]1[CH:11]=[CH:10][C:9]([Cl:12])=[CH:8][CH:7]=1)=[O:5].[BH4-].[Na+]. The catalyst is CO. The product is [Cl:1][C:2]1[CH:16]=[CH:15][CH:14]=[CH:13][C:3]=1[CH:4]([OH:5])[C:6]1[CH:7]=[CH:8][C:9]([Cl:12])=[CH:10][CH:11]=1. The yield is 0.780.